This data is from Catalyst prediction with 721,799 reactions and 888 catalyst types from USPTO. The task is: Predict which catalyst facilitates the given reaction. (1) Reactant: [CH2:1]([C:8]1[C:9]2[CH2:32][NH:31][CH2:30][CH2:29][C:10]=2[N:11]=[C:12]([NH:14][C:15]2[CH:20]=[CH:19][C:18]([N:21]3[CH:25]=[C:24]([CH3:26])[N:23]=[CH:22]3)=[C:17]([O:27][CH3:28])[CH:16]=2)[N:13]=1)[C:2]1[CH:7]=[CH:6][CH:5]=[CH:4][CH:3]=1.[C:33](O)(=O)C.C=O.C([BH3-])#N.[Na+]. Product: [CH2:1]([C:8]1[C:9]2[CH2:32][N:31]([CH3:33])[CH2:30][CH2:29][C:10]=2[N:11]=[C:12]([NH:14][C:15]2[CH:20]=[CH:19][C:18]([N:21]3[CH:25]=[C:24]([CH3:26])[N:23]=[CH:22]3)=[C:17]([O:27][CH3:28])[CH:16]=2)[N:13]=1)[C:2]1[CH:3]=[CH:4][CH:5]=[CH:6][CH:7]=1. The catalyst class is: 5. (2) Reactant: Cl[C:2]1[N:7]=[C:6]([C:8]2[C:16]3[C:11](=[CH:12][CH:13]=[CH:14][CH:15]=3)[N:10]([S:17]([C:20]3[CH:25]=[CH:24][CH:23]=[CH:22][CH:21]=3)(=[O:19])=[O:18])[CH:9]=2)[C:5]([Cl:26])=[CH:4][N:3]=1.[NH2:27][CH:28]1[CH2:33][CH2:32][N:31]([C:34]([O:36][C:37]([CH3:40])([CH3:39])[CH3:38])=[O:35])[CH2:30][CH2:29]1.CCN(C(C)C)C(C)C. The catalyst class is: 296. Product: [Cl:26][C:5]1[C:6]([C:8]2[C:16]3[C:11](=[CH:12][CH:13]=[CH:14][CH:15]=3)[N:10]([S:17]([C:20]3[CH:21]=[CH:22][CH:23]=[CH:24][CH:25]=3)(=[O:18])=[O:19])[CH:9]=2)=[N:7][C:2]([NH:27][CH:28]2[CH2:29][CH2:30][N:31]([C:34]([O:36][C:37]([CH3:40])([CH3:39])[CH3:38])=[O:35])[CH2:32][CH2:33]2)=[N:3][CH:4]=1. (3) The catalyst class is: 2. Product: [CH3:22][C:23]1[CH:28]=[CH:27][C:26]([S:29]([NH:1][C@@H:2]2[CH2:21][N:5]3[C:6](=[O:20])[N:7]([C:9]4[CH:14]=[CH:13][C:12]([O:15][C:16]([F:19])([F:17])[F:18])=[CH:11][CH:10]=4)[CH2:8][C@@H:4]3[CH2:3]2)(=[O:31])=[O:30])=[CH:25][CH:24]=1. Reactant: [NH2:1][C@@H:2]1[CH2:21][N:5]2[C:6](=[O:20])[N:7]([C:9]3[CH:14]=[CH:13][C:12]([O:15][C:16]([F:19])([F:18])[F:17])=[CH:11][CH:10]=3)[CH2:8][C@@H:4]2[CH2:3]1.[CH3:22][C:23]1[CH:28]=[CH:27][C:26]([S:29](Cl)(=[O:31])=[O:30])=[CH:25][CH:24]=1.CCN(CC)CC. (4) Reactant: Cl.Cl.[F:3][C:4]1[CH:9]=[CH:8][C:7]([CH:10]([CH:35]2[CH2:40][CH2:39][NH:38][CH2:37][CH2:36]2)[C:11]([N:13]2[CH2:18][CH2:17][N:16]([CH2:19][CH2:20][CH2:21][CH2:22][C:23]3[C:32]4[C:27](=[CH:28][CH:29]=[CH:30][CH:31]=4)[CH:26]=[CH:25][C:24]=3[O:33][CH3:34])[CH2:15][CH2:14]2)=O)=[CH:6][CH:5]=1. Product: [F:3][C:4]1[CH:9]=[CH:8][C:7]([CH:10]([CH:35]2[CH2:36][CH2:37][NH:38][CH2:39][CH2:40]2)[CH2:11][N:13]2[CH2:18][CH2:17][N:16]([CH2:19][CH2:20][CH2:21][CH2:22][C:23]3[C:32]4[C:27](=[CH:28][CH:29]=[CH:30][CH:31]=4)[CH:26]=[CH:25][C:24]=3[O:33][CH3:34])[CH2:15][CH2:14]2)=[CH:6][CH:5]=1. The catalyst class is: 74.